This data is from Forward reaction prediction with 1.9M reactions from USPTO patents (1976-2016). The task is: Predict the product of the given reaction. Given the reactants [Br:1][C:2]1[C:24]([F:25])=[CH:23][C:5]2[O:6][C:7]3[CH:22]=[CH:21][CH:20]=[CH:19][C:8]=3[C@H:9]3[C@H:14](C(O)=O)[CH2:13][CH2:12][C:11](=[O:18])[N:10]3[C:4]=2[CH:3]=1.C([N:28]([CH2:31]C)CC)C.P(N=[N+]=[N-])(=O)(OC1C=CC=CC=1)[O:34][C:35]1C=CC=CC=1.C[OH:53], predict the reaction product. The product is: [Br:1][C:2]1[C:24]([F:25])=[CH:23][C:5]2[O:6][C:7]3[CH:22]=[CH:21][CH:20]=[CH:19][C:8]=3[C@H:9]3[C@H:14]([NH:28][C:31](=[O:53])[O:34][CH3:35])[CH2:13][CH2:12][C:11](=[O:18])[N:10]3[C:4]=2[CH:3]=1.